Dataset: Forward reaction prediction with 1.9M reactions from USPTO patents (1976-2016). Task: Predict the product of the given reaction. (1) Given the reactants [Cl:1][C:2]1[CH:18]=[CH:17][C:5]2[CH2:6][CH2:7][N:8]([C:11](=[O:16])[C:12]([F:15])([F:14])[F:13])[CH2:9][CH2:10][C:4]=2[C:3]=1OS(C(F)(F)F)(=O)=O.[CH3:27][N:28]1[CH:32]=[CH:31][N:30]=[C:29]1[C:33]1[CH:40]=[CH:39][C:36]([CH2:37][NH2:38])=[CH:35][CH:34]=1, predict the reaction product. The product is: [Cl:1][C:2]1[CH:18]=[CH:17][C:5]2[CH2:6][CH2:7][N:8]([C:11](=[O:16])[C:12]([F:15])([F:14])[F:13])[CH2:9][CH2:10][C:4]=2[C:3]=1[NH:38][CH2:37][C:36]1[CH:35]=[CH:34][C:33]([C:29]2[N:28]([CH3:27])[CH:32]=[CH:31][N:30]=2)=[CH:40][CH:39]=1. (2) Given the reactants [Cl:1][C:2]1[CH:11]=[C:10]([C:12]#[N:13])[CH:9]=[C:8]([Cl:14])[C:3]=1[C:4]([O:6]C)=[O:5].[Li+].[I-], predict the reaction product. The product is: [Cl:1][C:2]1[CH:11]=[C:10]([C:12]#[N:13])[CH:9]=[C:8]([Cl:14])[C:3]=1[C:4]([OH:6])=[O:5]. (3) Given the reactants I[C:2]1[CH:3]=[C:4]([C:8]([NH:10][CH3:11])=[O:9])[CH:5]=[CH:6][CH:7]=1.[C:12]([Si:14]([CH3:17])([CH3:16])[CH3:15])#[CH:13].CCN(CC)CC, predict the reaction product. The product is: [CH3:11][NH:10][C:8](=[O:9])[C:4]1[CH:5]=[CH:6][CH:7]=[C:2]([C:13]#[C:12][Si:14]([CH3:17])([CH3:16])[CH3:15])[CH:3]=1. (4) The product is: [Cl:1][C:2]1[CH:3]=[CH:4][C:5]([C:8]2[C:13]([O:14][CH2:15][CH:16]3[CH2:17][CH2:18]3)=[CH:12][N:11]=[C:10]([C:19]([NH:31][CH2:30][C:28]3[O:27][N:26]=[C:25]([C:24]([F:33])([F:32])[F:23])[N:29]=3)=[O:21])[CH:9]=2)=[CH:6][CH:7]=1. Given the reactants [Cl:1][C:2]1[CH:7]=[CH:6][C:5]([C:8]2[C:13]([O:14][CH2:15][CH:16]3[CH2:18][CH2:17]3)=[CH:12][N:11]=[C:10]([C:19]([OH:21])=O)[CH:9]=2)=[CH:4][CH:3]=1.Cl.[F:23][C:24]([F:33])([F:32])[C:25]1[N:29]=[C:28]([CH2:30][NH2:31])[O:27][N:26]=1, predict the reaction product. (5) Given the reactants [C:1]1([C:7]2[CH:8]=[CH:9][N:10]3[C:15]=2[C:14]([NH:16][CH2:17][C:18]2[CH:23]=[CH:22][CH:21]=[CH:20][N:19]=2)=[N:13][C:12]([C:24]2[CH:25]=[N:26][CH:27]=[C:28]([CH:31]=2)C#N)=[N:11]3)[CH:6]=[CH:5][CH:4]=[CH:3][CH:2]=1.[CH3:32][OH:33].[OH-:34].[K+], predict the reaction product. The product is: [C:1]1([C:7]2[CH:8]=[CH:9][N:10]3[C:15]=2[C:14]([NH:16][CH2:17][C:18]2[CH:23]=[CH:22][CH:21]=[CH:20][N:19]=2)=[N:13][C:12]([C:24]2[CH:25]=[N:26][CH:27]=[C:28]([CH:31]=2)[C:32]([OH:34])=[O:33])=[N:11]3)[CH:2]=[CH:3][CH:4]=[CH:5][CH:6]=1. (6) The product is: [Br:1][C:2]1[C:6]2[CH2:7][N:8]([C:11](=[O:12])[CH3:22])[CH2:9][CH2:10][C:5]=2[N:4]([CH:18]2[CH2:20][CH2:19]2)[N:3]=1. Given the reactants [Br:1][C:2]1[C:6]2[CH2:7][N:8]([C:11](OC(C)(C)C)=[O:12])[CH2:9][CH2:10][C:5]=2[N:4]([CH:18]2[CH2:20][CH2:19]2)[N:3]=1.Cl.[C:22](OC(=O)C)(=O)C.O, predict the reaction product.